From a dataset of Reaction yield outcomes from USPTO patents with 853,638 reactions. Predict the reaction yield, written as a fraction of the theoretical maximum amount of product (1.0 means a 100% yield; for example, 0.34 means a 34% yield). (1) The reactants are [CH2:1]1[CH2:6][C@H:5]([C:7]([OH:9])=[O:8])[CH2:4][CH2:3][C@H:2]1[CH2:10][NH2:11].[C:12]([O:16][CH:17]([O:20][C:21](ON1C(=O)CCC1=O)=[O:22])[CH2:18][CH3:19])(=[O:15])[CH2:13][CH3:14]. The catalyst is CC(OC)(C)C.CC(C)=O.O. The product is [C:12]([O:16][CH:17]([O:20][C:21]([NH:11][CH2:10][C@H:2]1[CH2:3][CH2:4][C@H:5]([C:7]([OH:9])=[O:8])[CH2:6][CH2:1]1)=[O:22])[CH2:18][CH3:19])(=[O:15])[CH2:13][CH3:14]. The yield is 0.530. (2) The yield is 0.560. The product is [NH2:1][C@@H:2]([C:7]1[CH:12]=[CH:11][C:10]([Cl:13])=[C:9]([Cl:14])[CH:8]=1)[CH2:3][CH2:4][OH:5]. The reactants are [NH2:1][C@@H:2]([C:7]1[CH:12]=[CH:11][C:10]([Cl:13])=[C:9]([Cl:14])[CH:8]=1)[CH2:3][C:4](O)=[O:5].C1COCC1.[H-].[H-].[H-].[H-].[Li+].[Al+3]. No catalyst specified.